From a dataset of Catalyst prediction with 721,799 reactions and 888 catalyst types from USPTO. Predict which catalyst facilitates the given reaction. Reactant: [CH2:1]([O:3][P:4](/[CH:9]=[CH:10]/[C:11](=[CH2:15])[CH2:12][CH2:13][OH:14])(=[O:8])[O:5][CH2:6][CH3:7])[CH3:2].C(N(CC)CC)C.[S:23](Cl)([C:26]1[CH:32]=[CH:31][C:29]([CH3:30])=[CH:28][CH:27]=1)(=[O:25])=[O:24].CN(C1C=CC=CN=1)C. Product: [CH2:6]([O:5][P:4](/[CH:9]=[CH:10]/[C:11](=[CH2:15])[CH2:12][CH2:13][O:14][S:23]([C:26]1[CH:32]=[CH:31][C:29]([CH3:30])=[CH:28][CH:27]=1)(=[O:25])=[O:24])(=[O:8])[O:3][CH2:1][CH3:2])[CH3:7]. The catalyst class is: 4.